Dataset: Forward reaction prediction with 1.9M reactions from USPTO patents (1976-2016). Task: Predict the product of the given reaction. (1) Given the reactants [F:1][C:2]1[CH:34]=[CH:33][C:5]2[N:6]=[C:7]([C@@H:15]([NH:17][C:18]3[N:26]=[CH:25][N:24]=[C:23]4[C:19]=3[N:20]=[CH:21][N:22]4C3CCCCO3)[CH3:16])[N:8]([C:9]3[CH:14]=[CH:13][CH:12]=[CH:11][CH:10]=3)[C:4]=2[C:3]=1[C:35](O)=[O:36].[NH:38]1[CH2:43][CH2:42][O:41][CH2:40][CH2:39]1.CN(C(ON1N=NC2C=CC=NC1=2)=[N+](C)C)C.F[P-](F)(F)(F)(F)F, predict the reaction product. The product is: [F:1][C:2]1[CH:34]=[CH:33][C:5]2[N:6]=[C:7]([C@@H:15]([NH:17][C:18]3[N:26]=[CH:25][N:24]=[C:23]4[C:19]=3[N:20]=[CH:21][NH:22]4)[CH3:16])[N:8]([C:9]3[CH:10]=[CH:11][CH:12]=[CH:13][CH:14]=3)[C:4]=2[C:3]=1[C:35]([N:38]1[CH2:43][CH2:42][O:41][CH2:40][CH2:39]1)=[O:36]. (2) Given the reactants Br[C:2]1[C:10]2[O:9][CH2:8][C@@H:7]([N:11]([C:26](=[O:31])[C:27]([F:30])([F:29])[F:28])[C:12]3[CH:25]=[CH:24][C:15]4[C@H:16]([CH2:19][C:20]([O:22][CH3:23])=[O:21])[CH2:17][O:18][C:14]=4[CH:13]=3)[C:6]=2[CH:5]=[CH:4][CH:3]=1.[NH2:32][C:33]1[CH:38]=[CH:37][CH:36]=[CH:35][CH:34]=1.C(=O)([O-])[O-].[Cs+].[Cs+].C1(P(C2C=CC=CC=2)C2C3OC4C(=CC=CC=4P(C4C=CC=CC=4)C4C=CC=CC=4)C(C)(C)C=3C=CC=2)C=CC=CC=1, predict the reaction product. The product is: [NH:32]([C:2]1[C:10]2[O:9][CH2:8][C@@H:7]([N:11]([C:26](=[O:31])[C:27]([F:30])([F:29])[F:28])[C:12]3[CH:25]=[CH:24][C:15]4[C@H:16]([CH2:19][C:20]([O:22][CH3:23])=[O:21])[CH2:17][O:18][C:14]=4[CH:13]=3)[C:6]=2[CH:5]=[CH:4][CH:3]=1)[C:33]1[CH:38]=[CH:37][CH:36]=[CH:35][CH:34]=1. (3) Given the reactants Cl[CH2:2][CH2:3][CH2:4][CH:5]([C:18]1O[C:20]([C:23]2[CH:28]=[CH:27][C:26]([C:29]3[O:33][C:32]([CH3:34])=[N:31][CH:30]=3)=[C:25]([O:35][CH3:36])[CH:24]=2)=[N:21][N:22]=1)[C:6]1[CH:11]=[CH:10][C:9]([F:12])=[C:8]([O:13][C:14]([F:17])([F:16])[F:15])[CH:7]=1.[N-:37]=[N+]=[N-].[Na+].C1(P(C2C=CC=CC=2)C2C=CC=CC=2)C=CC=CC=1, predict the reaction product. The product is: [F:12][C:9]1[CH:10]=[CH:11][C:6]([CH:5]2[CH2:4][CH2:3][CH2:2][N:37]3[C:20]([C:23]4[CH:28]=[CH:27][C:26]([C:29]5[O:33][C:32]([CH3:34])=[N:31][CH:30]=5)=[C:25]([O:35][CH3:36])[CH:24]=4)=[N:21][N:22]=[C:18]23)=[CH:7][C:8]=1[O:13][C:14]([F:17])([F:16])[F:15]. (4) The product is: [F:38][C:33]1[CH:32]=[C:31]([CH:36]=[CH:35][C:34]=1[F:37])[O:30][C:29]1([C:9]([OH:8])([CH3:10])[CH3:14])[CH2:28][CH2:27][CH2:26][N:25]2[C:21]([C:11]3[CH:12]=[CH:13][C:14]([C:15]4[O:19][C:18]([CH3:20])=[N:17][CH:16]=4)=[C:9]([OH:8])[CH:10]=3)=[N:22][N:23]=[C:24]12. Given the reactants C([O:8][C:9]1[CH:10]=[C:11]([C:21]2[N:25]3[CH2:26][CH2:27][CH2:28][C:29](CC(O)C)([O:30][C:31]4[CH:36]=[CH:35][C:34]([F:37])=[C:33]([F:38])[CH:32]=4)[C:24]3=[N:23][N:22]=2)[CH:12]=[CH:13][C:14]=1[C:15]1[O:19][C:18]([CH3:20])=[N:17][CH:16]=1)C1C=CC=CC=1, predict the reaction product. (5) Given the reactants [CH3:1][O:2][C:3]1[CH:4]=[C:5]([CH2:13][CH2:14][C:15]([OH:17])=O)[CH:6]=[CH:7][C:8]=1[O:9][CH2:10][C:11]#[CH:12].Cl.[Cl:19][C:20]1[CH:27]=[CH:26][C:23]([CH2:24][NH2:25])=[C:22]([F:28])[CH:21]=1, predict the reaction product. The product is: [Cl:19][C:20]1[CH:27]=[CH:26][C:23]([CH2:24][NH:25][C:15](=[O:17])[CH2:14][CH2:13][C:5]2[CH:6]=[CH:7][C:8]([O:9][CH2:10][C:11]#[CH:12])=[C:3]([O:2][CH3:1])[CH:4]=2)=[C:22]([F:28])[CH:21]=1. (6) Given the reactants NC1C=CNN=1.O/[CH:8]=[C:9]1\[C:10](=[O:18])[NH:11][C:12]2[C:17]\1=[CH:16][CH:15]=[CH:14][CH:13]=2.[C:19]([C:23]1[O:27][N:26]=[C:25]([NH2:28])[CH:24]=1)([CH3:22])([CH3:21])[CH3:20], predict the reaction product. The product is: [C:19]([C:23]1[O:27][N:26]=[C:25]([NH:28][CH:8]=[C:9]2[C:17]3[C:12](=[CH:13][CH:14]=[CH:15][CH:16]=3)[NH:11][C:10]2=[O:18])[CH:24]=1)([CH3:22])([CH3:21])[CH3:20]. (7) Given the reactants C(OC(=O)[NH:7][C@H:8]1[CH2:11][O:10][C:9]1=[O:12])(C)(C)C.[C:14]1([CH3:24])[CH:19]=[CH:18][C:17]([S:20]([OH:23])(=[O:22])=[O:21])=[CH:16][CH:15]=1.O=P12OP3(OP(OP(O3)(O1)=O)(=O)O2)=O.FC(F)(F)C(O)=O, predict the reaction product. The product is: [O:12]=[C:9]1[C@@H:8]([NH3+:7])[CH2:11][O:10]1.[C:14]1([CH3:24])[CH:15]=[CH:16][C:17]([S:20]([O-:23])(=[O:21])=[O:22])=[CH:18][CH:19]=1.